Dataset: Reaction yield outcomes from USPTO patents with 853,638 reactions. Task: Predict the reaction yield, written as a fraction of the theoretical maximum amount of product (1.0 means a 100% yield; for example, 0.34 means a 34% yield). (1) The reactants are [N+:1]([C:4]1[CH:12]=[CH:11][CH:10]=[C:9]2[C:5]=1[CH:6]=[CH:7][NH:8]2)([O-:3])=[O:2].C([Mg]Br)C.[CH3:17][C:18]1([CH3:26])[C:20]([CH3:22])([CH3:21])[CH:19]1[C:23](Cl)=[O:24]. The catalyst is ClCCl.[Cl-].[Zn+2].[Cl-]. The product is [N+:1]([C:4]1[CH:12]=[CH:11][CH:10]=[C:9]2[C:5]=1[C:6]([C:23]([CH:19]1[C:20]([CH3:22])([CH3:21])[C:18]1([CH3:26])[CH3:17])=[O:24])=[CH:7][NH:8]2)([O-:3])=[O:2]. The yield is 0.0800. (2) The reactants are Br[C:2]1[CH:7]=[CH:6][C:5]([C:8]2[N:9]=[C:10]([C@@H:13]3[CH2:17][C@H:16]([CH3:18])[CH2:15][N:14]3[C:19]([O:21][C:22]([CH3:25])([CH3:24])[CH3:23])=[O:20])[NH:11][CH:12]=2)=[CH:4][CH:3]=1.[Cl:26][C:27]1[C:28]([NH:41][C:42](=[O:62])[C:43]2[CH:48]=[CH:47][C:46]([N:49]3[CH2:54][CH2:53][N:52]([C:55](=[O:60])[C:56]([CH3:59])([CH3:58])[CH3:57])[CH2:51][C@H:50]3[CH3:61])=[N:45][CH:44]=2)=[CH:29][C:30]([O:36][C:37]([F:40])([F:39])[F:38])=[C:31](B(O)O)[CH:32]=1.C(=O)(O)[O-].[Na+].CC1CCCO1. The yield is 0.930. The product is [Cl:26][C:27]1[C:28]([NH:41][C:42](=[O:62])[C:43]2[CH:48]=[CH:47][C:46]([N:49]3[CH2:54][CH2:53][N:52]([C:55](=[O:60])[C:56]([CH3:59])([CH3:58])[CH3:57])[CH2:51][C@H:50]3[CH3:61])=[N:45][CH:44]=2)=[CH:29][C:30]([O:36][C:37]([F:40])([F:39])[F:38])=[C:31]([C:2]2[CH:3]=[CH:4][C:5]([C:8]3[N:9]=[C:10]([C@@H:13]4[CH2:17][C@H:16]([CH3:18])[CH2:15][N:14]4[C:19]([O:21][C:22]([CH3:23])([CH3:25])[CH3:24])=[O:20])[NH:11][CH:12]=3)=[CH:6][CH:7]=2)[CH:32]=1. The catalyst is CC(P(C(C)(C)C)C1C=CC(N(C)C)=CC=1)(C)C.CC(P(C(C)(C)C)C1C=CC(N(C)C)=CC=1)(C)C.Cl[Pd]Cl.CCOC(C)=O.O. (3) The reactants are [C:1](#[N:4])[CH:2]=[CH2:3].[CH2:5]([NH2:8])[CH2:6][NH2:7]. The catalyst is O. The product is [CH2:5]([N:8]([CH2:3][CH2:2][C:1]#[N:4])[CH2:3][CH2:2][C:1]#[N:4])[CH2:6][N:7]([CH2:3][CH2:2][C:1]#[N:4])[CH2:3][CH2:2][C:1]#[N:4]. The yield is 0.764. (4) The reactants are C(=O)([O-])[O-].[K+].[K+].[CH3:7][N:8]=[C:9]=[O:10].[Cl:11][C:12]1[C:13]([O:22][C:23]2[C:27]([CH2:28][CH3:29])=[C:26]([CH3:30])[NH:25][N:24]=2)=[N:14][CH:15]=[C:16]([C:18]([F:21])([F:20])[F:19])[CH:17]=1.Cl. The catalyst is C(OCC)(=O)C. The product is [CH3:7][NH:8][C:9]([N:25]1[C:26]([CH3:30])=[C:27]([CH2:28][CH3:29])[C:23]([O:22][C:13]2[C:12]([Cl:11])=[CH:17][C:16]([C:18]([F:21])([F:20])[F:19])=[CH:15][N:14]=2)=[N:24]1)=[O:10]. The yield is 0.629. (5) The reactants are Cl[CH2:2][C:3]1[N:7]([CH3:8])[N:6]=[C:5]([C:9]2[CH:14]=[CH:13][C:12]([O:15][C:16]([F:19])([F:18])[F:17])=[CH:11][CH:10]=2)[CH:4]=1.C(=O)(O)[O-].[Na+].C(OCC)(=O)C.[C:31](#[N:33])C. The catalyst is [C-]#N.C([N+](CCCC)(CCCC)CCCC)CCC. The product is [CH3:8][N:7]1[C:3]([CH2:2][C:31]#[N:33])=[CH:4][C:5]([C:9]2[CH:14]=[CH:13][C:12]([O:15][C:16]([F:19])([F:18])[F:17])=[CH:11][CH:10]=2)=[N:6]1. The yield is 0.610. (6) The catalyst is CO. The yield is 0.820. The product is [OH:18][CH2:17][CH2:16][O:15][C:12]1[N:11]=[N:10][C:9]([C:7]([NH2:8])=[NH:2])=[CH:14][CH:13]=1. The reactants are [Cl-].[NH4+:2].OCCO[C:7]([C:9]1[N:10]=[N:11][C:12]([O:15][CH2:16][CH2:17][OH:18])=[CH:13][CH:14]=1)=[NH:8].